This data is from Full USPTO retrosynthesis dataset with 1.9M reactions from patents (1976-2016). The task is: Predict the reactants needed to synthesize the given product. (1) Given the product [CH:1]1([CH2:4][N:5]2[C:13]3[CH:12]=[CH:11][CH:10]=[C:9]([C:14]([NH:19][NH2:20])=[O:16])[C:8]=3[CH:7]=[CH:6]2)[CH2:3][CH2:2]1, predict the reactants needed to synthesize it. The reactants are: [CH:1]1([CH2:4][N:5]2[C:13]3[CH:12]=[CH:11][CH:10]=[C:9]([C:14]([O:16]C)=O)[C:8]=3[CH:7]=[CH:6]2)[CH2:3][CH2:2]1.O.[NH2:19][NH2:20].O. (2) Given the product [CH3:1][N:2]([CH2:4][C:5]1[C:13]2[O:12][N:11]=[C:10]([CH2:14][CH2:15][CH:16]3[CH2:17][CH2:18][NH:19][CH2:20][CH2:21]3)[C:9]=2[CH:8]=[CH:7][C:6]=1[O:29][CH2:30][C:31]1[CH:32]=[CH:33][C:34]([F:37])=[CH:35][CH:36]=1)[CH3:3], predict the reactants needed to synthesize it. The reactants are: [CH3:1][N:2]([CH2:4][C:5]1[C:13]2[O:12][N:11]=[C:10]([CH2:14][CH2:15][CH:16]3[CH2:21][CH2:20][N:19](C(OC(C)(C)C)=O)[CH2:18][CH2:17]3)[C:9]=2[CH:8]=[CH:7][C:6]=1[O:29][CH2:30][C:31]1[CH:36]=[CH:35][C:34]([F:37])=[CH:33][CH:32]=1)[CH3:3].Cl.[OH-].[Na+]. (3) The reactants are: [C:1]([C:4]1[S:8][C:7]([NH:9][C:10](=[O:16])[O:11][C:12]([CH3:15])([CH3:14])[CH3:13])=[N:6][C:5]=1Br)(=[O:3])[CH3:2].[CH3:18][O:19][C:20]1[CH:43]=[CH:42][C:23]([CH2:24][N:25]2[CH:29]=[C:28](B3OC(C)(C)C(C)(C)O3)[C:27]([CH:39]([OH:41])[CH3:40])=[N:26]2)=[CH:22][CH:21]=1.[O-]P([O-])([O-])=O.[K+].[K+].[K+]. Given the product [C:12]([O:11][C:10](=[O:16])[NH:9][C:7]1[S:8][C:4]([C:1](=[O:3])[CH3:2])=[C:5]([C:28]2[C:27]([CH:39]([OH:41])[CH3:40])=[N:26][N:25]([CH2:24][C:23]3[CH:42]=[CH:43][C:20]([O:19][CH3:18])=[CH:21][CH:22]=3)[CH:29]=2)[N:6]=1)([CH3:15])([CH3:14])[CH3:13], predict the reactants needed to synthesize it. (4) Given the product [CH2:61]([NH:68][C:58](=[O:60])[CH2:57][C:56]1[N:42]2[CH:43]=[C:44]([C:51]3[CH:55]=[CH:54][O:53][CH:52]=3)[CH:45]=[C:46]([C:47]([F:50])([F:49])[F:48])[C:41]2=[N:40][C:39]=1[C:37]([N:34]1[CH2:35][CH2:36][CH:32]([C:29]2[CH:30]=[CH:31][C:26]([F:25])=[CH:27][CH:28]=2)[CH2:33]1)=[O:38])[C:62]1[CH:67]=[CH:66][CH:65]=[CH:64][CH:63]=1, predict the reactants needed to synthesize it. The reactants are: CN(C(ON1N=NC2C=CC=NC1=2)=[N+](C)C)C.F[P-](F)(F)(F)(F)F.[F:25][C:26]1[CH:31]=[CH:30][C:29]([CH:32]2[CH2:36][CH2:35][N:34]([C:37]([C:39]3[N:40]=[C:41]4[C:46]([C:47]([F:50])([F:49])[F:48])=[CH:45][C:44]([C:51]5[CH:55]=[CH:54][O:53][CH:52]=5)=[CH:43][N:42]4[C:56]=3[CH2:57][C:58]([OH:60])=O)=[O:38])[CH2:33]2)=[CH:28][CH:27]=1.[CH2:61]([NH2:68])[C:62]1[CH:67]=[CH:66][CH:65]=[CH:64][CH:63]=1. (5) Given the product [NH2:14][C:11]1[N:10]=[C:9]([NH2:15])[C:8]([O:7][C:6]2[C:5]([CH:17]([CH3:19])[CH3:18])=[CH:4][C:3]([O:20][CH3:21])=[C:2]([NH:1][C:27]([NH2:28])=[O:26])[CH:16]=2)=[CH:13][N:12]=1, predict the reactants needed to synthesize it. The reactants are: [NH2:1][C:2]1[C:3]([O:20][CH3:21])=[CH:4][C:5]([CH:17]([CH3:19])[CH3:18])=[C:6]([CH:16]=1)[O:7][C:8]1[C:9]([NH2:15])=[N:10][C:11]([NH2:14])=[N:12][CH:13]=1.C(O)(=O)C.[O-:26][C:27]#[N:28].[Na+]. (6) Given the product [F:2][C:3]1[CH:11]=[C:10]2[C:6]([C:7]([C:21]3[CH:22]=[N:23][N:24]([CH2:26][CH2:27][NH:28][C:30](=[O:31])[CH3:29])[CH:25]=3)=[CH:8][N:9]2[S:12]([C:15]2[CH:16]=[CH:17][CH:18]=[CH:19][CH:20]=2)(=[O:14])=[O:13])=[CH:5][CH:4]=1, predict the reactants needed to synthesize it. The reactants are: Cl.[F:2][C:3]1[CH:11]=[C:10]2[C:6]([C:7]([C:21]3[CH:22]=[N:23][N:24]([CH2:26][CH2:27][NH2:28])[CH:25]=3)=[CH:8][N:9]2[S:12]([C:15]2[CH:20]=[CH:19][CH:18]=[CH:17][CH:16]=2)(=[O:14])=[O:13])=[CH:5][CH:4]=1.[CH3:29][C:30](OC(C)=O)=[O:31]. (7) Given the product [N:9]1[C:10]2[C:5](=[CH:4][CH:3]=[C:2]([O:1][C:14](=[O:15])[N:13]([CH3:12])[C:17]3[CH:22]=[CH:21][CH:20]=[CH:19][CH:18]=3)[CH:11]=2)[CH:6]=[CH:7][CH:8]=1, predict the reactants needed to synthesize it. The reactants are: [OH:1][C:2]1[CH:11]=[C:10]2[C:5]([CH:6]=[CH:7][CH:8]=[N:9]2)=[CH:4][CH:3]=1.[CH3:12][N:13]([C:17]1[CH:22]=[CH:21][CH:20]=[CH:19][CH:18]=1)[C:14](Cl)=[O:15].